Dataset: Reaction yield outcomes from USPTO patents with 853,638 reactions. Task: Predict the reaction yield, written as a fraction of the theoretical maximum amount of product (1.0 means a 100% yield; for example, 0.34 means a 34% yield). (1) The reactants are [F:1][C:2]1[CH:7]=[CH:6][C:5]([S:8][CH2:9][C@@H:10]([NH:14][C@H:15]2[CH2:20][CH2:19][C@H:18]([C:21]3[CH:30]=[CH:29][C:24]4[NH:25][C:26](=[O:28])[O:27][C:23]=4[CH:22]=3)[CH2:17][CH2:16]2)[CH2:11][CH2:12][CH3:13])=[CH:4][CH:3]=1.[CH:31](=O)[CH3:32].C(O[BH-](OC(=O)C)OC(=O)C)(=O)C.[Na+]. The catalyst is C1COCC1. The product is [CH2:31]([N:14]([C@@H:10]([CH2:11][CH2:12][CH3:13])[CH2:9][S:8][C:5]1[CH:6]=[CH:7][C:2]([F:1])=[CH:3][CH:4]=1)[C@H:15]1[CH2:16][CH2:17][C@H:18]([C:21]2[CH:30]=[CH:29][C:24]3[NH:25][C:26](=[O:28])[O:27][C:23]=3[CH:22]=2)[CH2:19][CH2:20]1)[CH3:32]. The yield is 0.670. (2) The reactants are C([O:8][C:9]1[CH:10]=[C:11]([CH:32]=[CH:33][CH:34]=1)[C:12](/[N:14]=[C:15](\[NH:21][C:22]1[C:30]2[C:25](=[CH:26][C:27]([F:31])=[CH:28][CH:29]=2)[NH:24][N:23]=1)/[NH:16][CH2:17][CH:18]([CH3:20])[CH3:19])=[O:13])C1C=CC=CC=1.C([O-])=O.[NH4+]. The catalyst is CO. The product is [F:31][C:27]1[CH:26]=[C:25]2[C:30]([C:22]([NH:21][C:15]([NH:16][CH2:17][CH:18]([CH3:20])[CH3:19])=[N:14][C:12](=[O:13])[C:11]3[CH:32]=[CH:33][CH:34]=[C:9]([OH:8])[CH:10]=3)=[N:23][NH:24]2)=[CH:29][CH:28]=1. The yield is 0.440. (3) The reactants are [Cl:1][C:2]1[CH:3]=[C:4](/[CH:9]=[CH:10]/[C:11]([N:13]2[CH2:19][CH2:18][C:17](=[O:20])[NH:16][CH2:15][CH2:14]2)=[O:12])[CH:5]=[CH:6][C:7]=1[Cl:8].C[CH2:22][CH:23](Br)[CH2:24][CH2:25][CH2:26][Br:27].[H-].[Na+].[OH:31]S([O-])(=O)=O.[K+].CN([CH:40]=[O:41])C. The yield is 0.480. No catalyst specified. The product is [CH3:40][O:41][C:22](=[O:31])[CH:23]([N:16]1[C:17](=[O:20])[CH2:18][CH2:19][N:13]([C:11](=[O:12])/[CH:10]=[CH:9]/[C:4]2[CH:5]=[CH:6][C:7]([Cl:8])=[C:2]([Cl:1])[CH:3]=2)[CH2:14][CH2:15]1)[CH2:24][CH2:25][CH2:26][Br:27]. (4) The catalyst is C1COCC1.O. The yield is 0.816. The product is [Br:1][C:2]1[CH:10]=[C:9]2[C:5]([CH:6]=[CH:7][N:8]2[CH3:14])=[CH:4][CH:3]=1. The reactants are [Br:1][C:2]1[CH:10]=[C:9]2[C:5]([CH:6]=[CH:7][NH:8]2)=[CH:4][CH:3]=1.[H-].[Na+].I[CH3:14].Cl. (5) The reactants are Br[CH:2]([C:7]1[CH:12]=[C:11]([Cl:13])[CH:10]=[C:9]([Cl:14])[CH:8]=1)[C:3]([F:6])([F:5])[F:4].[CH:15]([C:17]1[CH:22]=[CH:21][C:20]([N:23]2[CH:27]=[N:26][CH:25]=[N:24]2)=[CH:19][CH:18]=1)=[CH2:16].N1C=CC=CC=1C1C=CC=CN=1. The catalyst is ClC1C=CC=CC=1Cl.Cl[Cu]. The product is [Cl:14][C:9]1[CH:8]=[C:7]([CH:2]([C:3]([F:6])([F:5])[F:4])/[CH:16]=[CH:15]/[C:17]2[CH:18]=[CH:19][C:20]([N:23]3[CH:27]=[N:26][CH:25]=[N:24]3)=[CH:21][CH:22]=2)[CH:12]=[C:11]([Cl:13])[CH:10]=1. The yield is 0.320.